Dataset: Reaction yield outcomes from USPTO patents with 853,638 reactions. Task: Predict the reaction yield, written as a fraction of the theoretical maximum amount of product (1.0 means a 100% yield; for example, 0.34 means a 34% yield). (1) The reactants are [C:1]([C:3]([C:6]1[CH:7]=[C:8]([CH:12]=[CH:13][CH:14]=1)C(O)=O)([CH3:5])[CH3:4])#[N:2].C1(P(N=[N+]=[N-])(C2C=CC=CC=2)=[O:22])C=CC=CC=1.C([N:34]([CH2:37]C)CC)C.Cl.[NH2:40][C:41]1[CH:42]=[CH:43][C:44]([CH3:59])=[C:45]([NH:47][C:48]([C:50]2[S:58][C:53]3=[N:54][CH:55]=[CH:56][N:57]=[C:52]3[CH:51]=2)=[O:49])[CH:46]=1. The catalyst is C1(C)C=CC=CC=1.C1COCC1. The product is [C:1]([C:3]([C:6]1[CH:7]=[C:8]([NH:34][C:37](=[O:22])[NH:40][C:41]2[CH:42]=[CH:43][C:44]([CH3:59])=[C:45]([NH:47][C:48]([C:50]3[S:58][C:53]4=[N:54][CH:55]=[CH:56][N:57]=[C:52]4[CH:51]=3)=[O:49])[CH:46]=2)[CH:12]=[CH:13][CH:14]=1)([CH3:4])[CH3:5])#[N:2]. The yield is 0.708. (2) The reactants are [N:1]1[CH:6]=[CH:5][C:4]([C:7]2[O:8][C:9]3[C:15]([C:16]([O:18]C)=O)=[CH:14][CH:13]=[CH:12][C:10]=3[N:11]=2)=[CH:3][CH:2]=1.O.[NH4+:21]. No catalyst specified. The product is [N:1]1[CH:6]=[CH:5][C:4]([C:7]2[O:8][C:9]3[C:15]([C:16]([NH2:21])=[O:18])=[CH:14][CH:13]=[CH:12][C:10]=3[N:11]=2)=[CH:3][CH:2]=1. The yield is 0.330.